Predict the reactants needed to synthesize the given product. From a dataset of Full USPTO retrosynthesis dataset with 1.9M reactions from patents (1976-2016). Given the product [I:1][C:2]1[CH:3]=[C:4]2[C:5](=[CH:7][CH:8]=1)[NH:6][N:10]=[CH:9]2, predict the reactants needed to synthesize it. The reactants are: [I:1][C:2]1[CH:8]=[CH:7][C:5]([NH2:6])=[C:4]([CH3:9])[CH:3]=1.[N:10]([O-])=O.[Na+].